From a dataset of Full USPTO retrosynthesis dataset with 1.9M reactions from patents (1976-2016). Predict the reactants needed to synthesize the given product. (1) Given the product [NH2:20][C:11]1[CH:12]=[C:13]([C:16]([F:17])([F:18])[F:19])[CH:14]=[CH:15][C:10]=1[N:6]1[CH2:7][CH2:8][CH2:9][C@H:4]([N:3]([CH3:23])[CH3:2])[CH2:5]1, predict the reactants needed to synthesize it. The reactants are: O.[CH3:2][N:3]([CH3:23])[C@H:4]1[CH2:9][CH2:8][CH2:7][N:6]([C:10]2[CH:15]=[CH:14][C:13]([C:16]([F:19])([F:18])[F:17])=[CH:12][C:11]=2[N+:20]([O-])=O)[CH2:5]1. (2) Given the product [CH2:24]([N:23]([O:22][CH2:15][C:16]1[CH:21]=[CH:20][CH:19]=[CH:18][CH:17]=1)[C:11]([C:3]1[N:2]=[CH:1][C:10]2[C:5]([CH:4]=1)=[CH:6][CH:7]=[CH:8][CH:9]=2)=[O:13])[C:25]1[CH:26]=[CH:27][CH:28]=[CH:29][CH:30]=1, predict the reactants needed to synthesize it. The reactants are: [CH:1]1[C:10]2[C:5](=[CH:6][CH:7]=[CH:8][CH:9]=2)[CH:4]=[C:3]([C:11]([OH:13])=O)[N:2]=1.Cl.[CH2:15]([O:22][NH:23][CH2:24][C:25]1[CH:30]=[CH:29][CH:28]=[CH:27][CH:26]=1)[C:16]1[CH:21]=[CH:20][CH:19]=[CH:18][CH:17]=1. (3) Given the product [ClH:25].[ClH:25].[ClH:25].[F:1][C:2]1[CH:3]=[CH:4][C:5]([CH:8]([CH:16]2[CH2:21][CH2:20][N:19]([CH:22]([CH3:24])[CH3:23])[CH2:18][CH2:17]2)[CH2:9][N:10]2[CH2:15][CH2:14][NH:13][CH2:12][CH2:11]2)=[CH:6][CH:7]=1, predict the reactants needed to synthesize it. The reactants are: [F:1][C:2]1[CH:7]=[CH:6][C:5]([CH:8]([CH:16]2[CH2:21][CH2:20][N:19]([CH:22]([CH3:24])[CH3:23])[CH2:18][CH2:17]2)[CH2:9][N:10]2[CH2:15][CH2:14][NH:13][CH2:12][CH2:11]2)=[CH:4][CH:3]=1.[ClH:25].O1CCOCC1. (4) Given the product [CH2:1]([CH:5]1[CH2:14][CH2:13][C:12]2[CH:11]=[C:10]([C@H:15]3[CH2:24][CH2:23][C@@:17]4([NH:21][C:20](=[O:22])[O:19][CH2:18]4)[CH2:16]3)[CH:9]=[CH:8][C:7]=2[C:6]1=[O:25])[CH2:2][CH2:3][CH3:4], predict the reactants needed to synthesize it. The reactants are: [CH2:1]([CH:5]1[CH2:14][CH2:13][C:12]2[CH:11]=[C:10]([C@H:15]3[CH2:24][CH2:23][C@@:17]4([NH:21][C:20](=[O:22])[O:19][CH2:18]4)[CH2:16]3)[CH:9]=[CH:8][C:7]=2[CH:6]1[OH:25])[CH2:2][CH2:3][CH3:4]. (5) The reactants are: C([O:3][C:4](=[O:13])[C:5]([N:8]1[CH:12]=[CH:11][N:10]=[CH:9]1)([CH3:7])[CH3:6])C.[OH-].[Na+].Cl. Given the product [N:8]1([C:5]([CH3:7])([CH3:6])[C:4]([OH:13])=[O:3])[CH:12]=[CH:11][N:10]=[CH:9]1, predict the reactants needed to synthesize it.